The task is: Predict the reactants needed to synthesize the given product.. This data is from Full USPTO retrosynthesis dataset with 1.9M reactions from patents (1976-2016). Given the product [O:8]=[CH:6][C@@H:5]([C@H:4]([C@@H:3]([C@@H:2]([CH2:1][OH:12])[OH:7])[OH:11])[OH:10])[OH:9].[O:18]=[CH:17][C@H:16]([C@@H:15]([C@@H:14]([CH2:13][OH:22])[OH:21])[OH:20])[OH:19].[C:6]([O-:8])(=[O:7])[CH3:5], predict the reactants needed to synthesize it. The reactants are: [CH2:1]([OH:12])[CH:2]1[O:7][CH:6]([OH:8])[CH:5]([OH:9])[CH:4]([OH:10])[CH:3]1[OH:11].[CH2:13]([OH:22])[CH:14]([OH:21])[CH:15]([OH:20])[CH:16]([OH:19])[CH:17]=[O:18].